Dataset: Aqueous solubility values for 9,982 compounds from the AqSolDB database. Task: Regression/Classification. Given a drug SMILES string, predict its absorption, distribution, metabolism, or excretion properties. Task type varies by dataset: regression for continuous measurements (e.g., permeability, clearance, half-life) or binary classification for categorical outcomes (e.g., BBB penetration, CYP inhibition). For this dataset (solubility_aqsoldb), we predict Y. (1) The molecule is O=[N+]([O-])c1cc2c(cc1CO)OCO2. The Y is -3.06 log mol/L. (2) The drug is C1NNCN2CNNCN12. The Y is -0.0128 log mol/L. (3) The compound is C[N+](C)(C)c1ccc2ccc(O)c(N=Nc3ccc(N)cc3)c2c1.[Cl-]. The Y is -1.98 log mol/L.